From a dataset of Full USPTO retrosynthesis dataset with 1.9M reactions from patents (1976-2016). Predict the reactants needed to synthesize the given product. (1) Given the product [F:26][C:27]1([F:35])[CH2:32][CH2:31][CH2:30][CH:29]([CH2:33][NH:34][C:15]([C:7]2[C:8]3[C:9](=[N:10][CH:11]=[CH:12][C:13]=3[Cl:14])[N:5]([CH2:4][C:1](=[O:3])[NH2:2])[CH:6]=2)=[O:17])[CH2:28]1, predict the reactants needed to synthesize it. The reactants are: [C:1]([CH2:4][N:5]1[C:9]2=[N:10][CH:11]=[CH:12][C:13]([Cl:14])=[C:8]2[C:7]([C:15]([OH:17])=O)=[CH:6]1)(=[O:3])[NH2:2].CCN(CC)CC.Cl.[F:26][C:27]1([F:35])[CH2:32][CH2:31][CH2:30][CH:29]([CH2:33][NH2:34])[CH2:28]1.C(Cl)CCl.N1(O)C2C=CC=CC=2N=N1. (2) Given the product [Cl:1][C:2]1[CH:3]=[C:4]([NH:17][C:18]2[C:27]3[C:22](=[CH:23][CH:24]=[C:25]([NH:28][C:31]4[O:32][CH:39]5[CH2:38][O:40][CH2:36][CH:35]5[N:34]=4)[CH:26]=3)[N:21]=[CH:20][N:19]=2)[CH:5]=[CH:6][C:7]=1[O:8][CH2:9][C:10]1[CH:15]=[CH:14][CH:13]=[C:12]([F:16])[CH:11]=1, predict the reactants needed to synthesize it. The reactants are: [Cl:1][C:2]1[CH:3]=[C:4]([NH:17][C:18]2[C:27]3[C:22](=[CH:23][CH:24]=[C:25]([NH2:28])[CH:26]=3)[N:21]=[CH:20][N:19]=2)[CH:5]=[CH:6][C:7]=1[O:8][CH2:9][C:10]1[CH:15]=[CH:14][CH:13]=[C:12]([F:16])[CH:11]=1.C1C[O:32][CH2:31]C1.[NH2:34][CH:35]1[CH2:39][CH2:38]C[CH:36]1[OH:40]. (3) The reactants are: [Cl:1][C:2]1[CH:3]=[C:4]([NH:17][C:18]2[C:27]3[CH2:26][C:25](=[N:28][OH:29])[CH:24]=[CH:23][C:22]=3[N:21]=[CH:20][N:19]=2)[CH:5]=[CH:6][C:7]=1[O:8][CH2:9][C:10]1[CH:15]=[CH:14][CH:13]=[C:12]([F:16])[CH:11]=1.Br[CH2:31][CH2:32][CH2:33][CH2:34][N:35]([CH2:42][CH2:43][S:44]([CH3:47])(=[O:46])=[O:45])[C:36](=[O:41])[C:37]([F:40])([F:39])[F:38].C(=O)([O-])[O-].[K+].[K+].C(O)(=O)CC(CC(O)=O)(C(O)=O)O. Given the product [Cl:1][C:2]1[CH:3]=[C:4]([NH:17][C:18]2[C:27]3[CH2:26][C:25](=[N:28][O:29][CH2:31][CH2:32][CH2:33][CH2:34][N:35]([CH2:42][CH2:43][S:44]([CH3:47])(=[O:45])=[O:46])[C:36](=[O:41])[C:37]([F:39])([F:38])[F:40])[CH:24]=[CH:23][C:22]=3[N:21]=[CH:20][N:19]=2)[CH:5]=[CH:6][C:7]=1[O:8][CH2:9][C:10]1[CH:15]=[CH:14][CH:13]=[C:12]([F:16])[CH:11]=1, predict the reactants needed to synthesize it. (4) Given the product [OH:26][CH2:25][C:17]1[CH:16]=[C:15]([CH2:14][CH2:13][CH2:12][C:9]2[CH:10]=[CH:11][C:6]([O:5][CH2:4][CH:3]([OH:30])[C:2]([CH3:31])([CH3:32])[CH3:1])=[C:7]([CH3:29])[CH:8]=2)[CH:24]=[CH:23][C:18]=1[CH2:19][OH:20], predict the reactants needed to synthesize it. The reactants are: [CH3:1][C:2]([CH3:32])([CH3:31])[C:3](=[O:30])[CH2:4][O:5][C:6]1[CH:11]=[CH:10][C:9]([CH2:12][CH2:13][CH2:14][C:15]2[CH:16]=[C:17]([C:25](OC)=[O:26])[C:18](=[CH:23][CH:24]=2)[C:19](OC)=[O:20])=[CH:8][C:7]=1[CH3:29].[H-].[Al+3].[Li+].[H-].[H-].[H-]. (5) The reactants are: Br[C:2]1[C:7]([NH2:8])=[C:6]([Cl:9])[CH:5]=[CH:4][N:3]=1.C[Al](C)C.[CH2:14]1COC[CH2:15]1. Given the product [Cl:9][C:6]1[CH:5]=[CH:4][N:3]=[C:2]([CH2:14][CH3:15])[C:7]=1[NH2:8], predict the reactants needed to synthesize it. (6) Given the product [Cl:1][C:2]1[CH:7]=[CH:6][N:5]=[C:4]2[NH:8][C:9]([C:11]3[CH:12]=[CH:13][C:14]([C:15]([OH:17])=[O:16])=[CH:19][CH:20]=3)=[N:10][C:3]=12, predict the reactants needed to synthesize it. The reactants are: [Cl:1][C:2]1[CH:7]=[CH:6][N:5]=[C:4]2[NH:8][C:9]([C:11]3[CH:20]=[CH:19][C:14]([C:15]([O:17]C)=[O:16])=[CH:13][CH:12]=3)=[N:10][C:3]=12.[OH-].[Li+].Cl. (7) The reactants are: FC(F)(F)C(O)=O.[C:8]1([CH:14]2[CH2:19][CH:18]([C:20](=[O:56])[NH:21][C:22]3[CH:23]=[C:24]4[C:28](=[CH:29][CH:30]=3)[N:27](C(C3C=CC=CC=3)(C3C=CC=CC=3)C3C=CC=CC=3)[N:26]=[C:25]4[C:50]3[CH:55]=[CH:54][N:53]=[CH:52][CH:51]=3)[CH2:17][N:16](C(OC(C)(C)C)=O)[CH2:15]2)[CH:13]=[CH:12][CH:11]=[CH:10][CH:9]=1. Given the product [C:8]1([CH:14]2[CH2:15][NH:16][CH2:17][CH:18]([C:20]([NH:21][C:22]3[CH:23]=[C:24]4[C:28](=[CH:29][CH:30]=3)[NH:27][N:26]=[C:25]4[C:50]3[CH:51]=[CH:52][N:53]=[CH:54][CH:55]=3)=[O:56])[CH2:19]2)[CH:13]=[CH:12][CH:11]=[CH:10][CH:9]=1, predict the reactants needed to synthesize it.